Dataset: Catalyst prediction with 721,799 reactions and 888 catalyst types from USPTO. Task: Predict which catalyst facilitates the given reaction. (1) Reactant: I[C:2]1[CH:7]=[CH:6][C:5]([O:8][CH:9]2[CH2:14][CH2:13][N:12]([C:15]([O:17][C:18]([CH3:21])([CH3:20])[CH3:19])=[O:16])[CH2:11][CH2:10]2)=[CH:4][CH:3]=1.[CH2:22]([O:29][C:30]([N:32]1[CH2:37][CH2:36][NH:35][C:34](=[O:38])[CH2:33]1)=[O:31])[C:23]1[CH:28]=[CH:27][CH:26]=[CH:25][CH:24]=1.P([O-])([O-])([O-])=O.[K+].[K+].[K+].CNCCNC. Product: [CH3:19][C:18]([O:17][C:15]([N:12]1[CH2:13][CH2:14][CH:9]([O:8][C:5]2[CH:6]=[CH:7][C:2]([N:35]3[CH2:36][CH2:37][N:32]([C:30]([O:29][CH2:22][C:23]4[CH:24]=[CH:25][CH:26]=[CH:27][CH:28]=4)=[O:31])[CH2:33][C:34]3=[O:38])=[CH:3][CH:4]=2)[CH2:10][CH2:11]1)=[O:16])([CH3:21])[CH3:20]. The catalyst class is: 185. (2) Reactant: Cl.[CH3:2][C:3]1[CH:4]=[C:5]([C:20]2[CH:25]=[CH:24][N:23]=[C:22]([C:26]3([OH:36])[CH2:35][CH2:34][C:29]4(OCC[O:30]4)[CH2:28][CH2:27]3)[CH:21]=2)[CH:6]=[C:7]([NH:9][C:10]2[N:15]=[C:14]([C:16]([F:19])([F:18])[F:17])[CH:13]=[CH:12][N:11]=2)[CH:8]=1.C(=O)(O)[O-].[Na+]. Product: [OH:36][C:26]1([C:22]2[CH:21]=[C:20]([C:5]3[CH:6]=[C:7]([NH:9][C:10]4[N:15]=[C:14]([C:16]([F:19])([F:18])[F:17])[CH:13]=[CH:12][N:11]=4)[CH:8]=[C:3]([CH3:2])[CH:4]=3)[CH:25]=[CH:24][N:23]=2)[CH2:35][CH2:34][C:29](=[O:30])[CH2:28][CH2:27]1. The catalyst class is: 1. (3) Reactant: S(Cl)([Cl:3])=O.[CH3:5][O:6][C:7]1[CH:12]=[C:11]([O:13][CH3:14])[CH:10]=[CH:9][C:8]=1[CH2:15]O.N1C=CC=CC=1. Product: [Cl:3][CH2:15][C:8]1[CH:9]=[CH:10][C:11]([O:13][CH3:14])=[CH:12][C:7]=1[O:6][CH3:5]. The catalyst class is: 28. (4) Reactant: Cl.C[O:3][C:4](=[O:31])/[CH:5]=[CH:6]/[C:7]1[CH:8]=[C:9]2[C:27](=[CH:28][CH:29]=1)[O:26][C:12]1([CH2:18][CH2:17][CH2:16][N:15](C(OC(C)(C)C)=O)[CH2:14][CH2:13]1)[CH2:11][C:10]2=[O:30]. Product: [O:30]=[C:10]1[C:9]2[C:27](=[CH:28][CH:29]=[C:7](/[CH:6]=[CH:5]/[C:4]([OH:31])=[O:3])[CH:8]=2)[O:26][C:12]2([CH2:18][CH2:17][CH2:16][NH:15][CH2:14][CH2:13]2)[CH2:11]1. The catalyst class is: 52.